Dataset: Aqueous solubility values for 9,982 compounds from the AqSolDB database. Task: Regression/Classification. Given a drug SMILES string, predict its absorption, distribution, metabolism, or excretion properties. Task type varies by dataset: regression for continuous measurements (e.g., permeability, clearance, half-life) or binary classification for categorical outcomes (e.g., BBB penetration, CYP inhibition). For this dataset (solubility_aqsoldb), we predict Y. (1) The drug is CC(=O)C1CCC2C3CC=C4CC(O)CCC4(C)C3CCC12C. The Y is -4.65 log mol/L. (2) The molecule is Cc1cnc(NS(=O)(=O)c2ccc(N)cc2)nc1C. The Y is -3.14 log mol/L. (3) The molecule is CCCCCC(=O)OCSc1ncnc2[nH]cnc12. The Y is -3.63 log mol/L. (4) The compound is O=[N+]([O-])C(Cl)([N+](=O)[O-])[N+](=O)[O-]. The Y is -1.93 log mol/L. (5) The drug is CC(C)(C)N(Sc1nc2ccccc2s1)Sc1nc2ccccc2s1. The Y is -8.36 log mol/L. (6) The drug is CCOc1cc(NC(=O)c2ccccc2)c(OCC)cc1N. The Y is -2.41 log mol/L. (7) The drug is O=C(OCC1CCC2OC2C1)C1CCC2OC2C1. The Y is -1.26 log mol/L. (8) The Y is -2.18 log mol/L. The molecule is O=C(O)c1cc(C(=O)O)cc([N+](=O)[O-])c1. (9) The compound is [V]. The Y is -0.814 log mol/L.